This data is from Reaction yield outcomes from USPTO patents with 853,638 reactions. The task is: Predict the reaction yield, written as a fraction of the theoretical maximum amount of product (1.0 means a 100% yield; for example, 0.34 means a 34% yield). (1) The reactants are [C:1]1([C:7]2[C:16]([C:17]([F:20])([F:19])[F:18])=[CH:15][C:14]3[C:9](=[CH:10][CH:11]=[CH:12][CH:13]=3)[C:8]=2[O:21][C:22]2[CH:29]=[CH:28][C:25](C=O)=[CH:24][CH:23]=2)[CH:6]=[CH:5][CH:4]=[CH:3][CH:2]=1.[C:30]([OH:36])(=[O:35])[CH2:31][C:32](O)=O.Cl. The catalyst is N1C=CC=CC=1.N1CCCCC1. The product is [C:1]1([C:7]2[C:16]([C:17]([F:20])([F:19])[F:18])=[CH:15][C:14]3[C:9](=[CH:10][CH:11]=[CH:12][CH:13]=3)[C:8]=2[O:21][C:22]2[CH:23]=[CH:24][C:25](/[CH:32]=[CH:31]/[C:30]([OH:36])=[O:35])=[CH:28][CH:29]=2)[CH:2]=[CH:3][CH:4]=[CH:5][CH:6]=1. The yield is 0.810. (2) The reactants are [C:1]([Si:5]([CH3:20])([CH3:19])[O:6][CH2:7][CH2:8][NH:9][C:10]1[N:17]=[C:16](Cl)[CH:15]=[CH:14][C:11]=1[C:12]#[N:13])([CH3:4])([CH3:3])[CH3:2].[Br:21][C:22]1[CH:41]=[CH:40][C:25]([O:26]C2C=CC(C#N)=C(OCC(F)F)N=2)=[CH:24][C:23]=1[CH:42]=[O:43].C([O-])([O-])=O.[K+].[K+]. The catalyst is CN(C=O)C. The product is [Br:21][C:22]1[CH:41]=[CH:40][C:25]([O:26][C:16]2[CH:15]=[CH:14][C:11]([C:12]#[N:13])=[C:10]([NH:9][CH2:8][CH2:7][O:6][Si:5]([C:1]([CH3:4])([CH3:3])[CH3:2])([CH3:20])[CH3:19])[N:17]=2)=[CH:24][C:23]=1[CH:42]=[O:43]. The yield is 0.750. (3) The reactants are [CH3:1][N:2]1[C:10]([C:11]2[CH:12]=[N:13][NH:14][CH:15]=2)=[N:9][C:8]2[C:3]1=[N:4][CH:5]=[N:6][C:7]=2[N:16]1[CH2:21][CH2:20][CH:19]([N:22]2[C:26]3[CH:27]=[CH:28][CH:29]=[CH:30][C:25]=3[NH:24][C:23]2=[O:31])[CH2:18][CH2:17]1.Br[CH2:33][CH:34]1[CH2:37][CH2:36][CH2:35]1.C(=O)(O)[O-].[Na+]. The catalyst is CN(C=O)C. The product is [CH:34]1([CH2:33][N:13]2[CH:12]=[C:11]([C:10]3[N:2]([CH3:1])[C:3]4[C:8]([N:9]=3)=[C:7]([N:16]3[CH2:17][CH2:18][CH:19]([N:22]5[C:26]6[CH:27]=[CH:28][CH:29]=[CH:30][C:25]=6[NH:24][C:23]5=[O:31])[CH2:20][CH2:21]3)[N:6]=[CH:5][N:4]=4)[CH:15]=[N:14]2)[CH2:37][CH2:36][CH2:35]1. The yield is 0.230. (4) The reactants are [Cl:1][C:2]1[CH:7]=[CH:6][C:5]([C:8]([CH3:15])([CH3:14])[C:9](=O)[C:10]([OH:12])=[O:11])=[CH:4][CH:3]=1.[CH3:16][NH2:17]. The catalyst is O1CCCC1. The product is [Cl:1][C:2]1[CH:7]=[CH:6][C:5]([C:8]([CH3:15])([CH3:14])[C@@H:9]([C:10]([OH:12])=[O:11])[NH:17][CH3:16])=[CH:4][CH:3]=1. The yield is 0.420.